This data is from Forward reaction prediction with 1.9M reactions from USPTO patents (1976-2016). The task is: Predict the product of the given reaction. (1) Given the reactants [F:1][C:2]1[CH:7]=[C:6]([N+:8]([O-:10])=[O:9])[CH:5]=[CH:4][C:3]=1[N:11]1[CH2:16][CH2:15][NH:14][CH2:13][CH2:12]1.[CH:17]([S:19]([CH3:22])(=[O:21])=[O:20])=[CH2:18], predict the reaction product. The product is: [F:1][C:2]1[CH:7]=[C:6]([N+:8]([O-:10])=[O:9])[CH:5]=[CH:4][C:3]=1[N:11]1[CH2:16][CH2:15][N:14]([CH2:18][CH2:17][S:19]([CH3:22])(=[O:21])=[O:20])[CH2:13][CH2:12]1. (2) The product is: [N:1]1([CH2:7][CH2:8][NH:9][C:10]2[C:15]([F:16])=[CH:14][CH:13]=[CH:12][C:11]=2[CH:17]2[N:21]([CH2:22][CH2:23][C:24]([CH3:26])([CH3:25])[CH3:27])[C:20](=[O:28])[C@H:19]([CH2:29][C:30]([N:33]3[CH2:34][CH2:35][CH:36]([N:39]4[C:47]5[C:42](=[N:43][CH:44]=[CH:45][CH:46]=5)[NH:41][C:40]4=[O:48])[CH2:37][CH2:38]3)=[O:32])[S:18]2)[CH2:6][CH2:5][CH2:4][CH2:3][CH2:2]1. Given the reactants [N:1]1([CH2:7][CH2:8][NH:9][C:10]2[C:15]([F:16])=[CH:14][CH:13]=[CH:12][C:11]=2[CH:17]2[N:21]([CH2:22][CH2:23][C:24]([CH3:27])([CH3:26])[CH3:25])[C:20](=[O:28])[C@H:19]([CH2:29][C:30]([OH:32])=O)[S:18]2)[CH2:6][CH2:5][CH2:4][CH2:3][CH2:2]1.[NH:33]1[CH2:38][CH2:37][CH:36]([N:39]2[C:47]3[C:42](=[N:43][CH:44]=[CH:45][CH:46]=3)[NH:41][C:40]2=[O:48])[CH2:35][CH2:34]1.C(Cl)CCl.C1C=CC2N(O)N=NC=2C=1.CCN(C(C)C)C(C)C, predict the reaction product. (3) Given the reactants [C:1]1([S:7]([N:10]2[CH2:14][CH2:13][CH2:12][CH:11]2/[CH:15]=[CH:16]/[C:17]2[CH:22]=[CH:21][C:20]([N:23]3[S:27](=[O:29])(=[O:28])[NH:26][C:25](=[O:30])[CH2:24]3)=[C:19]([O:31]CC3C=CC=CC=3)[CH:18]=2)(=[O:9])=[O:8])[CH:6]=[CH:5][CH:4]=[CH:3][CH:2]=1, predict the reaction product. The product is: [C:1]1([S:7]([N:10]2[CH2:14][CH2:13][CH2:12][CH:11]2[CH2:15][CH2:16][C:17]2[CH:22]=[CH:21][C:20]([N:23]3[S:27](=[O:29])(=[O:28])[NH:26][C:25](=[O:30])[CH2:24]3)=[C:19]([OH:31])[CH:18]=2)(=[O:9])=[O:8])[CH:2]=[CH:3][CH:4]=[CH:5][CH:6]=1. (4) The product is: [Cl:1][C:2]1[CH:3]=[C:4]([C:9]2[O:13][N:12]=[CH:11][C:10]=2[CH2:14][OH:15])[CH:5]=[CH:6][C:7]=1[Cl:8]. Given the reactants [Cl:1][C:2]1[CH:3]=[C:4]([C:9]2[O:13][N:12]=[CH:11][C:10]=2[C:14](OCC)=[O:15])[CH:5]=[CH:6][C:7]=1[Cl:8].[H-].C([Al+]CC(C)C)C(C)C.Cl, predict the reaction product. (5) Given the reactants [NH:1]([C:3]1[CH:8]=[CH:7][CH:6]=[CH:5][N:4]=1)[NH2:2].C([O:11][C:12](=O)[CH2:13][C:14](=O)/[CH:15]=[CH:16]/[C:17]1[CH:22]=[CH:21][CH:20]=[CH:19][CH:18]=1)C, predict the reaction product. The product is: [N:4]1[CH:5]=[CH:6][CH:7]=[CH:8][C:3]=1[N:1]1[C:12]([OH:11])=[CH:13][C:14]([CH:15]=[CH:16][C:17]2[CH:18]=[CH:19][CH:20]=[CH:21][CH:22]=2)=[N:2]1. (6) Given the reactants C1(C)C=CC(S(O)(=O)=O)=CC=1.[CH2:12]([O:19][C:20](=[O:34])[C@H:21]([CH2:23][C:24]([O:26][CH2:27][C:28]1[CH:33]=[CH:32][CH:31]=[CH:30][CH:29]=1)=[O:25])[NH2:22])[C:13]1[CH:18]=[CH:17][CH:16]=[CH:15][CH:14]=1.O=[CH:36][CH2:37][NH:38][C:39](=[O:45])[O:40][C:41]([CH3:44])([CH3:43])[CH3:42].C(O[BH-](OC(=O)C)OC(=O)C)(=O)C.[Na+], predict the reaction product. The product is: [C:41]([O:40][C:39]([NH:38][CH2:37][CH2:36][NH:22][C@H:21]([CH2:23][C:24]([O:26][CH2:27][C:28]1[CH:29]=[CH:30][CH:31]=[CH:32][CH:33]=1)=[O:25])[C:20]([O:19][CH2:12][C:13]1[CH:14]=[CH:15][CH:16]=[CH:17][CH:18]=1)=[O:34])=[O:45])([CH3:44])([CH3:43])[CH3:42]. (7) Given the reactants [CH:1]([C:3]1[N:8]=[C:7]([OH:9])[C:6]([NH:10][C:11](=[O:25])[CH:12]([C:19]2[CH:24]=[CH:23][CH:22]=[CH:21][CH:20]=2)[C:13]2[CH:18]=[CH:17][CH:16]=[CH:15][CH:14]=2)=[CH:5][N:4]=1)=O.CC([O-])=O.[Na+].Cl.[OH:32][NH2:33], predict the reaction product. The product is: [OH:9][C:7]1[C:6]([NH:10][C:11](=[O:25])[CH:12]([C:13]2[CH:14]=[CH:15][CH:16]=[CH:17][CH:18]=2)[C:19]2[CH:24]=[CH:23][CH:22]=[CH:21][CH:20]=2)=[CH:5][N:4]=[C:3]([CH:1]=[N:33][OH:32])[N:8]=1. (8) The product is: [C:25]1([C:22]2[CH:23]=[CH:24][C:18]3[O:17][C:16]([CH2:15][O:14][C:12]([NH:11][C:6]4[CH:7]=[N:8][CH:9]=[CH:10][C:5]=4[C:4]([OH:31])=[O:3])=[O:13])=[CH:20][C:19]=3[CH:21]=2)[CH:26]=[CH:27][CH:28]=[CH:29][CH:30]=1. Given the reactants C([O:3][C:4](=[O:31])[C:5]1[CH:10]=[CH:9][N:8]=[CH:7][C:6]=1[NH:11][C:12]([O:14][CH2:15][C:16]1[O:17][C:18]2[CH:24]=[CH:23][C:22]([C:25]3[CH:30]=[CH:29][CH:28]=[CH:27][CH:26]=3)=[CH:21][C:19]=2[CH:20]=1)=[O:13])C.[Li+].[OH-], predict the reaction product. (9) Given the reactants Br[CH2:2][C:3]([C:5]1[CH:10]=[CH:9][CH:8]=[CH:7][CH:6]=1)=[O:4].[CH2:11]([O:18][C:19]([N:21]1[CH2:26][CH2:25][CH2:24][CH2:23][CH:22]1[CH2:27][C:28]([OH:30])=[O:29])=[O:20])[C:12]1[CH:17]=[CH:16][CH:15]=[CH:14][CH:13]=1, predict the reaction product. The product is: [CH2:11]([O:18][C:19]([N:21]1[CH2:26][CH2:25][CH2:24][CH2:23][CH:22]1[CH2:27][C:28]([O:30][CH2:2][C:3](=[O:4])[C:5]1[CH:10]=[CH:9][CH:8]=[CH:7][CH:6]=1)=[O:29])=[O:20])[C:12]1[CH:13]=[CH:14][CH:15]=[CH:16][CH:17]=1.